Task: Predict which catalyst facilitates the given reaction.. Dataset: Catalyst prediction with 721,799 reactions and 888 catalyst types from USPTO (1) Reactant: [CH3:1][O:2][CH2:3][CH2:4][O:5][CH2:6][CH2:7][O:8][CH2:9][CH2:10][O:11][C:12]1[CH:13]=[C:14]([OH:21])[CH:15]=[C:16]([N+:18]([O-:20])=[O:19])[CH:17]=1.Cl[C:23]([F:28])([F:27])C([O-])=O.[Na+].C([O-])([O-])=O.[Cs+].[Cs+]. Product: [F:27][CH:23]([F:28])[O:21][C:14]1[CH:15]=[C:16]([N+:18]([O-:20])=[O:19])[CH:17]=[C:12]([O:11][CH2:10][CH2:9][O:8][CH2:7][CH2:6][O:5][CH2:4][CH2:3][O:2][CH3:1])[CH:13]=1. The catalyst class is: 3. (2) Reactant: [CH3:1][C:2]1[C:3]([C:7]([C:9]2[CH:14]=[CH:13][CH:12]=[CH:11][CH:10]=2)=O)=[N:4][S:5][N:6]=1.Cl.[NH2:16][OH:17]. The catalyst class is: 17. Product: [OH:17][N:16]=[C:7]([C:3]1[C:2]([CH3:1])=[N:6][S:5][N:4]=1)[C:9]1[CH:14]=[CH:13][CH:12]=[CH:11][CH:10]=1. (3) Reactant: [Cl:1][C:2]1[CH:10]=[CH:9][C:5]([C:6]([NH2:8])=[O:7])=[C:4]([NH:11][C:12]2[CH:17]=[CH:16][C:15]([C:18]([N:20]3[CH2:25][CH2:24][O:23][CH2:22][CH2:21]3)=[O:19])=[CH:14][CH:13]=2)[N:3]=1.C1C(=O)N([Br:33])C(=O)C1.OS([O-])=O.[Na+]. Product: [Br:33][C:10]1[C:2]([Cl:1])=[N:3][C:4]([NH:11][C:12]2[CH:13]=[CH:14][C:15]([C:18]([N:20]3[CH2:21][CH2:22][O:23][CH2:24][CH2:25]3)=[O:19])=[CH:16][CH:17]=2)=[C:5]([CH:9]=1)[C:6]([NH2:8])=[O:7]. The catalyst class is: 115. (4) Reactant: [CH3:1][C:2]1[CH:7]=[C:6]([N+:8]([O-:10])=[O:9])[CH:5]=[CH:4][C:3]=1[N:11]1[CH:16]=[CH:15][CH:14]=[C:13]([CH2:17][C:18](O)=[O:19])[C:12]1=[O:21].[Cl-].[Na+]. Product: [OH:19][CH2:18][CH2:17][C:13]1[C:12](=[O:21])[N:11]([C:3]2[CH:4]=[CH:5][C:6]([N+:8]([O-:10])=[O:9])=[CH:7][C:2]=2[CH3:1])[CH:16]=[CH:15][CH:14]=1. The catalyst class is: 646. (5) Reactant: [CH:1]1([C:6]2[CH:11]=[C:10]([C:12]3[O:16][N:15]=[C:14]([C:17]4[CH:27]=[C:26]([CH3:28])[C:20]([O:21][CH2:22][CH2:23][CH2:24][NH2:25])=[C:19]([CH2:29][CH3:30])[CH:18]=4)[N:13]=3)[CH:9]=[C:8]([O:31][CH3:32])[N:7]=2)[CH2:5][CH2:4][CH2:3][CH2:2]1.[C:33](O)(=[O:36])[CH2:34][OH:35].CCN(C(C)C)C(C)C.CN(C(ON1N=NC2C=CC=CC1=2)=[N+](C)C)C.[B-](F)(F)(F)F. Product: [CH:1]1([C:6]2[CH:11]=[C:10]([C:12]3[O:16][N:15]=[C:14]([C:17]4[CH:27]=[C:26]([CH3:28])[C:20]([O:21][CH2:22][CH2:23][CH2:24][NH:25][C:34](=[O:35])[CH2:33][OH:36])=[C:19]([CH2:29][CH3:30])[CH:18]=4)[N:13]=3)[CH:9]=[C:8]([O:31][CH3:32])[N:7]=2)[CH2:2][CH2:3][CH2:4][CH2:5]1. The catalyst class is: 499. (6) Reactant: [C:1]([O:5][C:6]([NH:8][C@@H:9]([CH2:13][CH2:14][NH:15][C:16]([O:18][C:19]([CH3:22])([CH3:21])[CH3:20])=[O:17])[C:10](O)=[O:11])=[O:7])([CH3:4])([CH3:3])[CH3:2].C1(NC2CCCCC2)CCCCC1.CN1CCOCC1.ClC(OCC)=O.[H-].[Al+3].[Li+].[H-].[H-].[H-]. Product: [C:1]([O:5][C:6]([NH:8][C@H:9]([CH2:10][OH:11])[CH2:13][CH2:14][NH:15][C:16](=[O:17])[O:18][C:19]([CH3:22])([CH3:21])[CH3:20])=[O:7])([CH3:3])([CH3:4])[CH3:2]. The catalyst class is: 7. (7) Reactant: [NH2:1][C:2]1[C:7]([C:8]#[N:9])=[C:6]([C:10]2[CH:15]=[CH:14][C:13]([O:16][CH2:17][CH2:18][O:19][CH3:20])=[CH:12][CH:11]=2)[C:5]([C:21]#[N:22])=[C:4]([SH:23])[N:3]=1.Cl[CH2:25][C:26]1[N:27]=[C:28]([N:31]2[CH2:36][CH2:35][O:34][CH2:33][CH2:32]2)[S:29][CH:30]=1.C1CCN2C(=NCCC2)CC1. Product: [NH2:1][C:2]1[C:7]([C:8]#[N:9])=[C:6]([C:10]2[CH:11]=[CH:12][C:13]([O:16][CH2:17][CH2:18][O:19][CH3:20])=[CH:14][CH:15]=2)[C:5]([C:21]#[N:22])=[C:4]([S:23][CH2:25][C:26]2[N:27]=[C:28]([N:31]3[CH2:36][CH2:35][O:34][CH2:33][CH2:32]3)[S:29][CH:30]=2)[N:3]=1. The catalyst class is: 3. (8) Reactant: [OH:1][C:2]([C:5]1[CH:10]=[CH:9][CH:8]=[CH:7][C:6]=1[CH:11]1[CH2:16][CH2:15][N:14](C(OC(C)(C)C)=O)[CH2:13][CH2:12]1)([CH3:4])[CH3:3].[OH-].[K+]. Product: [NH:14]1[CH2:15][CH2:16][CH:11]([C:6]2[CH:7]=[CH:8][CH:9]=[CH:10][C:5]=2[C:2]([OH:1])([CH3:3])[CH3:4])[CH2:12][CH2:13]1. The catalyst class is: 252.